From a dataset of Catalyst prediction with 721,799 reactions and 888 catalyst types from USPTO. Predict which catalyst facilitates the given reaction. Reactant: [C:1]([O:4][C@@H:5]1[CH2:21][C@H:20]2[C@@:8]([CH3:26])([CH:9]3[CH:17]([CH2:18][CH2:19]2)[CH:16]2[C@@:12]([CH3:25])([C:13](Cl)=[C:14]([CH:22]=[O:23])[CH2:15]2)[CH2:11][CH2:10]3)[CH2:7][CH2:6]1)(=[O:3])[CH3:2].[N:27]1[C:31]2[CH:32]=[CH:33][CH:34]=[CH:35][C:30]=2[NH:29][CH:28]=1.C(=O)([O-])[O-].[K+].[K+].O. Product: [C:1]([O:4][C@@H:5]1[CH2:21][C@H:20]2[C@@:8]([CH3:26])([CH:9]3[CH:17]([CH2:18][CH2:19]2)[CH:16]2[C@@:12]([CH3:25])([C:13]([N:27]4[C:31]5[CH:32]=[CH:33][CH:34]=[CH:35][C:30]=5[N:29]=[CH:28]4)=[C:14]([CH:22]=[O:23])[CH2:15]2)[CH2:11][CH2:10]3)[CH2:7][CH2:6]1)(=[O:3])[CH3:2]. The catalyst class is: 3.